Dataset: Reaction yield outcomes from USPTO patents with 853,638 reactions. Task: Predict the reaction yield, written as a fraction of the theoretical maximum amount of product (1.0 means a 100% yield; for example, 0.34 means a 34% yield). (1) The product is [F:1][C:2]1[CH:12]=[C:11]([F:13])[CH:10]=[CH:9][C:3]=1[CH2:4][CH2:5][C:6]([OH:8])=[O:7]. The reactants are [F:1][C:2]1[CH:12]=[C:11]([F:13])[CH:10]=[CH:9][C:3]=1[CH:4]=[CH:5][C:6]([OH:8])=[O:7].[H][H]. The catalyst is O1CCCC1.[Pd]. The yield is 0.980. (2) The reactants are [NH2:1][C:2]1[CH:9]=[CH:8][CH:7]=[C:6]([O:10][CH2:11][C:12]([CH3:15])([CH3:14])[CH3:13])[C:3]=1[C:4]#[N:5].[C:16]([N:24]=[C:25]=[O:26])(=[O:23])[C:17]1[CH:22]=[CH:21][CH:20]=[CH:19][CH:18]=1. No catalyst specified. The product is [C:4]([C:3]1[C:6]([O:10][CH2:11][C:12]([CH3:15])([CH3:14])[CH3:13])=[CH:7][CH:8]=[CH:9][C:2]=1[NH:1][C:25]([NH:24][C:16](=[O:23])[C:17]1[CH:18]=[CH:19][CH:20]=[CH:21][CH:22]=1)=[O:26])#[N:5]. The yield is 0.960. (3) The reactants are [NH2:1][C:2]1[C:10]2[C:9]([C:11]3[CH:16]=[C:15]([O:17]C)[CH:14]=[C:13]([Cl:19])[CH:12]=3)=[N:8][C:7]([NH:20][CH:21]3[CH2:23][CH2:22]3)=[N:6][C:5]=2[S:4][C:3]=1[C:24]([NH2:26])=[O:25].B(Br)(Br)Br. The catalyst is ClCCl. The product is [NH2:1][C:2]1[C:10]2[C:9]([C:11]3[CH:16]=[C:15]([OH:17])[CH:14]=[C:13]([Cl:19])[CH:12]=3)=[N:8][C:7]([NH:20][CH:21]3[CH2:23][CH2:22]3)=[N:6][C:5]=2[S:4][C:3]=1[C:24]([NH2:26])=[O:25]. The yield is 0.520. (4) The reactants are [Br-].[C:2]1([PH+:8]([C:15]2[CH:20]=[CH:19][CH:18]=[CH:17][CH:16]=2)[C:9]2[CH:14]=[CH:13][CH:12]=[CH:11][CH:10]=2)[CH:7]=[CH:6][CH:5]=[CH:4][CH:3]=1.[Br:21][C:22]1[CH:23]=[C:24]2[C:28](=[CH:29][CH:30]=1)[NH:27][N:26]=[C:25]2[CH2:31]O. The yield is 0.320. The catalyst is C(#N)C. The product is [Br-:21].[Br:21][C:22]1[CH:23]=[C:24]2[C:28](=[CH:29][CH:30]=1)[NH:27][N:26]=[C:25]2[CH2:31][P+:8]([C:2]1[CH:3]=[CH:4][CH:5]=[CH:6][CH:7]=1)([C:9]1[CH:14]=[CH:13][CH:12]=[CH:11][CH:10]=1)[C:15]1[CH:16]=[CH:17][CH:18]=[CH:19][CH:20]=1. (5) The reactants are [C:1]([CH2:3][CH2:4][C:5]([C:8]1[CH:16]=[CH:15][C:11]([C:12]([OH:14])=O)=[CH:10][CH:9]=1)([CH3:7])[CH3:6])#[N:2].[Cl:17][C:18]1[CH:19]=[CH:20][C:21]2[N:22]([CH:24]=[C:25]([NH2:27])[N:26]=2)[CH:23]=1. No catalyst specified. The product is [Cl:17][C:18]1[CH:19]=[CH:20][C:21]2[N:22]([CH:24]=[C:25]([NH:27][C:12](=[O:14])[C:11]3[CH:10]=[CH:9][C:8]([C:5]([CH3:6])([CH3:7])[CH2:4][CH2:3][C:1]#[N:2])=[CH:16][CH:15]=3)[N:26]=2)[CH:23]=1. The yield is 0.550. (6) The reactants are Br[CH2:2][C:3]1[O:7][N:6]=[C:5]([NH:8][C:9](=[O:12])[O:10][CH3:11])[CH:4]=1.ClCC1N(C)N=C(C)N=1.[CH:22]1([C:27]2([CH2:35][CH2:36][C:37]3[CH:42]=[CH:41][C:40]([CH:43]([F:45])[F:44])=[C:39]([F:46])[CH:38]=3)[O:32][C:31](=[O:33])[CH2:30][C:29](=[O:34])[CH2:28]2)[CH2:26][CH2:25][CH2:24][CH2:23]1. No catalyst specified. The product is [CH:22]1([C:27]2([CH2:35][CH2:36][C:37]3[CH:42]=[CH:41][C:40]([CH:43]([F:45])[F:44])=[C:39]([F:46])[CH:38]=3)[O:32][C:31](=[O:33])[C:30]([CH2:2][C:3]3[O:7][N:6]=[C:5]([NH:8][C:9](=[O:12])[O:10][CH3:11])[CH:4]=3)=[C:29]([OH:34])[CH2:28]2)[CH2:26][CH2:25][CH2:24][CH2:23]1. The yield is 0.0600. (7) The reactants are [CH2:1]([O:3][C:4]([C:6]1[CH2:7][CH2:8][N:9]([CH2:20][C:21]2[CH:26]=[CH:25][CH:24]=[CH:23][CH:22]=2)[CH2:10][C:11]=1OS(C(F)(F)F)(=O)=O)=[O:5])[CH3:2].C([O-])([O-])=O.[K+].[K+].[C:33]1(B(O)O)[CH:38]=[CH:37][CH:36]=[CH:35][CH:34]=1. The catalyst is C1COCC1. The product is [CH2:1]([O:3][C:4]([C:6]1[CH2:7][CH2:8][N:9]([CH2:20][C:21]2[CH:26]=[CH:25][CH:24]=[CH:23][CH:22]=2)[CH2:10][C:11]=1[C:33]1[CH:38]=[CH:37][CH:36]=[CH:35][CH:34]=1)=[O:5])[CH3:2]. The yield is 0.950. (8) The reactants are [CH3:1][N:2]([CH3:22])[CH2:3][CH2:4][C:5]([N:7]1[C:16]2[C:11](=[CH:12][C:13]([O:20][CH3:21])=[C:14]([N+:17]([O-])=O)[CH:15]=2)[CH2:10][CH2:9][CH2:8]1)=[O:6].[H][H]. The catalyst is CO.[Pd]. The product is [CH3:22][N:2]([CH3:1])[CH2:3][CH2:4][C:5]([N:7]1[C:16]2[C:11](=[CH:12][C:13]([O:20][CH3:21])=[C:14]([NH2:17])[CH:15]=2)[CH2:10][CH2:9][CH2:8]1)=[O:6]. The yield is 0.930. (9) The reactants are [CH3:1][N:2]([CH3:25])[C:3]1[CH:8]=[CH:7][C:6]([C:9]2[C:14]([N:15]3[CH2:21][CH2:20][C:19](=[O:22])[NH:18][CH2:17][CH2:16]3)=[CH:13][CH:12]=[C:11]([O:23][CH3:24])[N:10]=2)=[CH:5][CH:4]=1.I[C:27]1[CH:32]=[CH:31][C:30]([CH3:33])=[CH:29][CH:28]=1.C(=O)([O-])[O-].[K+].[K+].CNCCNC. The catalyst is [Cu](I)I.O.C1(C)C=CC=CC=1. The product is [CH3:1][N:2]([CH3:25])[C:3]1[CH:8]=[CH:7][C:6]([C:9]2[C:14]([N:15]3[CH2:21][CH2:20][C:19](=[O:22])[N:18]([C:27]4[CH:32]=[CH:31][C:30]([CH3:33])=[CH:29][CH:28]=4)[CH2:17][CH2:16]3)=[CH:13][CH:12]=[C:11]([O:23][CH3:24])[N:10]=2)=[CH:5][CH:4]=1. The yield is 0.110.